This data is from Catalyst prediction with 721,799 reactions and 888 catalyst types from USPTO. The task is: Predict which catalyst facilitates the given reaction. (1) Reactant: [CH2:1]([NH:8][C:9]1[C:10]2[N:11]([CH:29]=[CH:30][C:31]=2[C:32]2[CH:37]=[CH:36][CH:35]=[CH:34][CH:33]=2)[C:12]([C:15]2[CH:16]=[C:17]([S:21]([NH:24]C(C)(C)C)(=[O:23])=[O:22])[CH:18]=[N:19][CH:20]=2)=[N:13][N:14]=1)[C:2]1[CH:7]=[CH:6][CH:5]=[CH:4][CH:3]=1. Product: [CH2:1]([NH:8][C:9]1[C:10]2[N:11]([CH:29]=[CH:30][C:31]=2[C:32]2[CH:37]=[CH:36][CH:35]=[CH:34][CH:33]=2)[C:12]([C:15]2[CH:16]=[C:17]([S:21]([NH2:24])(=[O:22])=[O:23])[CH:18]=[N:19][CH:20]=2)=[N:13][N:14]=1)[C:2]1[CH:3]=[CH:4][CH:5]=[CH:6][CH:7]=1. The catalyst class is: 67. (2) Reactant: [C:1]1([N:7]=[C:8]([S:15][CH:16]([CH2:21][CH3:22])[CH:17]([CH3:20])[CH2:18][CH3:19])[C:9]#[C:10][Si](C)(C)C)[CH:6]=[CH:5][CH:4]=[CH:3][CH:2]=1.C(=O)([O-])[O-].[K+].[K+].[F:29][C:30]1[CH:35]=[CH:34][C:33]([SH:36])=[CH:32][CH:31]=1. Product: [F:29][C:30]1[CH:35]=[CH:34][C:33]([S:36][CH:10]=[CH:9][C:8](=[N:7][C:1]2[CH:6]=[CH:5][CH:4]=[CH:3][CH:2]=2)[S:15][CH:16]([CH2:21][CH3:22])[CH:17]([CH3:20])[CH2:18][CH3:19])=[CH:32][CH:31]=1. The catalyst class is: 5.